Dataset: HIV replication inhibition screening data with 41,000+ compounds from the AIDS Antiviral Screen. Task: Binary Classification. Given a drug SMILES string, predict its activity (active/inactive) in a high-throughput screening assay against a specified biological target. (1) The compound is COc1ccc2nc(NC(=O)C(C#N)=Cc3ccccc3)sc2c1. The result is 0 (inactive). (2) The compound is Cc1nc(-n2nc(-c3ccccc3)cc2-c2ccccc2)sc1C(C=Cc1ccc([N+](=O)[O-])cc1)=NNC(=S)NN. The result is 0 (inactive). (3) The drug is COc1ccc(Nc2nc(NNC(=O)Cc3ccccc3)nc(NNC(=O)c3ccncc3)n2)cc1. The result is 1 (active).